Task: Predict the reaction yield, written as a fraction of the theoretical maximum amount of product (1.0 means a 100% yield; for example, 0.34 means a 34% yield).. Dataset: Reaction yield outcomes from USPTO patents with 853,638 reactions (1) The reactants are [H-].[Na+].[Cl:3][C:4]1[CH:10]=[CH:9][C:7]([NH2:8])=[CH:6][CH:5]=1.Cl[C:12]1[CH:17]=[N:16][CH:15]=[C:14]([N:18]2[C:22]([CH3:23])=[CH:21][C:20]([CH3:24])=[N:19]2)[N:13]=1.O. The yield is 0.550. The product is [Cl:3][C:4]1[CH:10]=[CH:9][C:7]([NH:8][C:12]2[CH:17]=[N:16][CH:15]=[C:14]([N:18]3[C:22]([CH3:23])=[CH:21][C:20]([CH3:24])=[N:19]3)[N:13]=2)=[CH:6][CH:5]=1. The catalyst is CS(C)=O. (2) The reactants are [Br:1][C:2]1[CH:3]=[C:4]2[C:11]3([C:15](=[O:16])[NH:14][C:13](=O)[NH:12]3)[CH2:10][CH:9]([C:18]3[CH:23]=[CH:22][CH:21]=[CH:20][C:19]=3[F:24])[O:8][C:5]2=[CH:6][CH:7]=1.COC1C=CC(P2(SP(C3C=CC(OC)=CC=3)(=S)S2)=[S:34])=CC=1. The catalyst is O1CCOCC1. The product is [Br:1][C:2]1[CH:3]=[C:4]2[C:11]3([C:15](=[O:16])[NH:14][C:13](=[S:34])[NH:12]3)[CH2:10][CH:9]([C:18]3[CH:23]=[CH:22][CH:21]=[CH:20][C:19]=3[F:24])[O:8][C:5]2=[CH:6][CH:7]=1. The yield is 0.670. (3) The reactants are N12[CH2:8][CH2:7]N(CC1)CC2.[C:9]([O:13][C:14]([N:16]1[CH2:21][CH2:20][CH:19]([CH2:22][OH:23])[CH2:18][CH2:17]1)=[O:15])([CH3:12])([CH3:11])[CH3:10].[C:24]1(C)[C:25]([S:30](Cl)(=[O:32])=[O:31])=[CH:26][CH:27]=C[CH:29]=1. The catalyst is COC(C)(C)C.CCOCC. The product is [C:9]([O:13][C:14]([N:16]1[CH2:21][CH2:20][CH:19]([CH2:22][O:23][S:30]([C:25]2[CH:26]=[CH:27][C:7]([CH3:8])=[CH:29][CH:24]=2)(=[O:32])=[O:31])[CH2:18][CH2:17]1)=[O:15])([CH3:12])([CH3:11])[CH3:10]. The yield is 0.850.